Dataset: Full USPTO retrosynthesis dataset with 1.9M reactions from patents (1976-2016). Task: Predict the reactants needed to synthesize the given product. (1) The reactants are: [C:1]([O:5][C:6](=[O:20])[NH:7][C@@H:8]1[C:14](=[O:15])[NH:13][C:12]2[CH:16]=[CH:17][CH:18]=[CH:19][C:11]=2[NH:10][CH2:9]1)([CH3:4])([CH3:3])[CH3:2].C[Si]([N-][Si](C)(C)C)(C)C.[Li+].Br[CH2:32][CH:33]1[CH2:35][CH2:34]1. Given the product [C:1]([O:5][C:6](=[O:20])[NH:7][C@@H:8]1[C:14](=[O:15])[N:13]([CH2:32][CH:33]2[CH2:35][CH2:34]2)[C:12]2[CH:16]=[CH:17][CH:18]=[CH:19][C:11]=2[NH:10][CH2:9]1)([CH3:4])([CH3:2])[CH3:3], predict the reactants needed to synthesize it. (2) Given the product [CH3:12][C@H:13]1[C@H:16]([NH:17][C:26](=[O:35])[CH2:27][CH2:28][CH2:29][CH2:30][CH2:31][CH2:32][CH2:33][CH3:34])[C:15](=[O:18])[NH:14]1, predict the reactants needed to synthesize it. The reactants are: C1(C)C=CC(S([O-])(=O)=O)=CC=1.[CH3:12][C@H:13]1[C@H:16]([NH3+:17])[C:15](=[O:18])[NH:14]1.CCN(CC)CC.[C:26](Cl)(=[O:35])[CH2:27][CH2:28][CH2:29][CH2:30][CH2:31][CH2:32][CH2:33][CH3:34]. (3) Given the product [CH2:15]([N:14]([C@H:11]1[CH2:10][CH2:9][C@H:8]([C:5]2[CH:6]=[CH:7][C:2]([OH:1])=[CH:3][CH:4]=2)[CH2:13][CH2:12]1)[CH2:18][CH2:19][CH2:20][C:21]1[CH:26]=[CH:25][CH:24]=[CH:23][CH:22]=1)[CH3:16], predict the reactants needed to synthesize it. The reactants are: [OH:1][C:2]1[CH:7]=[CH:6][C:5]([C@H:8]2[CH2:13][CH2:12][C@H:11]([N:14]([CH2:18][CH2:19][CH2:20][C:21]3[CH:26]=[CH:25][CH:24]=[CH:23][CH:22]=3)[C:15](=O)[CH3:16])[CH2:10][CH2:9]2)=[CH:4][CH:3]=1.[H-].[H-].[H-].[H-].[Li+].[Al+3]. (4) Given the product [CH3:3][CH:2]([O:4][C:5]1[CH:6]=[C:7]([O:19][C:20]2[CH:25]=[CH:24][C:23]([S:26]([CH3:29])(=[O:28])=[O:27])=[CH:22][N:21]=2)[CH:8]=[C:9]2[C:13]=1[NH:12][C:11]([C:14]([OH:16])=[O:15])=[CH:10]2)[CH3:1], predict the reactants needed to synthesize it. The reactants are: [CH3:1][CH:2]([O:4][C:5]1[CH:6]=[C:7]([O:19][C:20]2[CH:25]=[CH:24][C:23]([S:26]([CH3:29])(=[O:28])=[O:27])=[CH:22][N:21]=2)[CH:8]=[C:9]2[C:13]=1[NH:12][C:11]([C:14]([O:16]CC)=[O:15])=[CH:10]2)[CH3:3].[OH-].[Na+].C(O)C.Cl. (5) Given the product [F:3][C:4]1[CH:5]=[CH:6][C:7]([CH:10]([OH:29])[CH:11]([CH2:17][C:18]2[CH:23]=[CH:22][CH:21]=[C:20]([S:24][C:25]([F:26])([F:27])[F:28])[CH:19]=2)[C:12]([O:14][CH2:15][CH3:16])=[O:13])=[CH:8][CH:9]=1, predict the reactants needed to synthesize it. The reactants are: [BH4-].[Na+].[F:3][C:4]1[CH:9]=[CH:8][C:7]([C:10](=[O:29])[CH:11]([CH2:17][C:18]2[CH:23]=[CH:22][CH:21]=[C:20]([S:24][C:25]([F:28])([F:27])[F:26])[CH:19]=2)[C:12]([O:14][CH2:15][CH3:16])=[O:13])=[CH:6][CH:5]=1.Cl.C(=O)([O-])O.[Na+].